Predict the product of the given reaction. From a dataset of Forward reaction prediction with 1.9M reactions from USPTO patents (1976-2016). (1) Given the reactants CN1CCOCC1.ClC(OCC)=O.[C:14]([O:18][C:19]([NH:21][C@H:22]([C:34](O)=[O:35])[CH2:23][CH2:24][CH2:25][NH:26][C:27]([O:29][C:30]([CH3:33])([CH3:32])[CH3:31])=[O:28])=[O:20])([CH3:17])([CH3:16])[CH3:15].[H-].[Al+3].[Li+].[H-].[H-].[H-].[OH-].[Na+], predict the reaction product. The product is: [C:14]([O:18][C:19](=[O:20])[NH:21][C@H:22]([CH2:34][OH:35])[CH2:23][CH2:24][CH2:25][NH:26][C:27]([O:29][C:30]([CH3:33])([CH3:32])[CH3:31])=[O:28])([CH3:15])([CH3:17])[CH3:16]. (2) Given the reactants [F:1][C:2]1[CH:3]=[C:4]([CH2:9][C:10]([NH:12][C@H:13]([C:15]([OH:17])=O)[CH3:14])=[O:11])[CH:5]=[C:6]([F:8])[CH:7]=1.Cl.[CH3:19][O:20][C:21](=[O:28])[C@H:22]([CH2:24][CH:25]([CH3:27])[CH3:26])[NH2:23], predict the reaction product. The product is: [CH3:19][O:20][C:21](=[O:28])[C@H:22]([CH2:24][CH:25]([CH3:27])[CH3:26])[NH:23][C:15](=[O:17])[C@H:13]([CH3:14])[NH:12][C:10](=[O:11])[CH2:9][C:4]1[CH:5]=[C:6]([F:8])[CH:7]=[C:2]([F:1])[CH:3]=1. (3) Given the reactants [Na].[F:2][CH2:3][CH:4]1[O:9][CH2:8][CH2:7][N:6]([C:10]2[N:11]=[C:12]([CH2:18][C:19]([OH:21])=O)[N:13]([CH3:17])[C:14](=[O:16])[CH:15]=2)[CH2:5]1.[Cl:22][C:23]1[CH:24]=[C:25]([CH:27]=[CH:28][C:29]=1[F:30])[NH2:26], predict the reaction product. The product is: [F:2][CH2:3][CH:4]1[O:9][CH2:8][CH2:7][N:6]([C:10]2[N:11]=[C:12]([CH2:18][C:19]([NH:26][C:25]3[CH:27]=[CH:28][C:29]([F:30])=[C:23]([Cl:22])[CH:24]=3)=[O:21])[N:13]([CH3:17])[C:14](=[O:16])[CH:15]=2)[CH2:5]1. (4) Given the reactants C(OC(=O)[NH:7][CH2:8][CH2:9][O:10][C:11]1[CH:20]=[C:19]2[C:14]([CH2:15][CH2:16][N:17]=[C:18]2[C:21]2([C:25]3[CH:30]=[CH:29][C:28]([F:31])=[CH:27][CH:26]=3)[CH2:24][CH2:23][CH2:22]2)=[CH:13][CH:12]=1)(C)(C)C.Cl, predict the reaction product. The product is: [F:31][C:28]1[CH:29]=[CH:30][C:25]([C:21]2([C:18]3[C:19]4[C:14](=[CH:13][CH:12]=[C:11]([O:10][CH2:9][CH2:8][NH2:7])[CH:20]=4)[CH2:15][CH2:16][N:17]=3)[CH2:24][CH2:23][CH2:22]2)=[CH:26][CH:27]=1. (5) Given the reactants Cl[C:2]1[CH:3]=[N:4][CH:5]=[C:6]([C:8]([F:11])([F:10])[F:9])[CH:7]=1.[NH3:12], predict the reaction product. The product is: [F:9][C:8]([F:11])([F:10])[C:6]1[CH:7]=[C:2]([NH2:12])[CH:3]=[N:4][CH:5]=1. (6) Given the reactants Br[C:2]1[S:3][C:4]([NH:32]C(=O)OC(C)(C)C)=[C:5]([C:7](=[O:31])[NH:8][C:9]2[CH:10]=[N:11][N:12]([CH3:30])[C:13]=2[C@@H:14]2[CH2:20][CH2:19][C@@H:18]([NH:21]C(OC(C)(C)C)=O)[C@@H:17]([F:29])[CH2:16][O:15]2)[N:6]=1.[F:40][C:41]1[C:46]([F:47])=[CH:45][C:44]([F:48])=[CH:43][C:42]=1B(O)O, predict the reaction product. The product is: [NH2:32][C:4]1[S:3][C:2]([C:42]2[CH:43]=[C:44]([F:48])[CH:45]=[C:46]([F:47])[C:41]=2[F:40])=[N:6][C:5]=1[C:7]([NH:8][C:9]1[CH:10]=[N:11][N:12]([CH3:30])[C:13]=1[C@@H:14]1[CH2:20][CH2:19][C@@H:18]([NH2:21])[C@@H:17]([F:29])[CH2:16][O:15]1)=[O:31]. (7) Given the reactants [CH3:1][N:2]([CH3:14])[C:3](=[O:13])[C:4]1[CH:9]=[CH:8][CH:7]=[CH:6][C:5]=1[N+:10]([O-])=O, predict the reaction product. The product is: [CH3:1][N:2]([CH3:14])[C:3](=[O:13])[C:4]1[CH:9]=[CH:8][CH:7]=[CH:6][C:5]=1[NH2:10]. (8) Given the reactants [F:1][C:2]1[CH:8]=[CH:7][C:5]([NH2:6])=[CH:4][CH:3]=1.N([O-])=O.[Na+].C([O-])(=O)C.[Na+].[OH-].[K+].[CH2:20]([O:22][C:23](=[O:30])[CH:24](CC)[C:25]([CH3:27])=O)[CH3:21], predict the reaction product. The product is: [CH2:20]([O:22][C:23]([C:24]1[NH:6][C:5]2[C:7]([C:25]=1[CH3:27])=[CH:8][C:2]([F:1])=[CH:3][CH:4]=2)=[O:30])[CH3:21].